The task is: Predict the product of the given reaction.. This data is from Forward reaction prediction with 1.9M reactions from USPTO patents (1976-2016). (1) Given the reactants [OH-].[K+].Br[CH2:4][CH:5]([CH3:7])[CH3:6].[Br:8][C:9]1[CH:14]=[CH:13][C:12]([CH2:15][CH2:16][OH:17])=[CH:11][CH:10]=1.O, predict the reaction product. The product is: [Br:8][C:9]1[CH:14]=[CH:13][C:12]([CH2:15][CH2:16][O:17][CH2:4][CH:5]([CH3:7])[CH3:6])=[CH:11][CH:10]=1. (2) Given the reactants [CH3:1][O:2][C:3]([C:5]1[N:6]([CH2:16][C:17]2[CH:22]=[CH:21][CH:20]=[CH:19][CH:18]=2)[C:7]([C:12]([O:14][CH3:15])=[O:13])=[C:8]([OH:11])[C:9]=1[OH:10])=[O:4].N1C=CC=C1.[CH2:28]([C:30]([CH2:35][CH3:36])([CH2:33]O)[CH2:31]O)[CH3:29].C1(P(C2C=CC=CC=2)C2C=CC=CC=2)C=CC=CC=1.N(C(OCC)=O)=NC(OCC)=O, predict the reaction product. The product is: [CH3:1][O:2][C:3]([C:5]1[N:6]([CH2:16][C:17]2[CH:18]=[CH:19][CH:20]=[CH:21][CH:22]=2)[C:7]([C:12]([O:14][CH3:15])=[O:13])=[C:8]2[C:9]=1[O:10][CH2:33][C:30]([CH2:35][CH3:36])([CH2:28][CH3:29])[CH2:31][O:11]2)=[O:4].